This data is from Reaction yield outcomes from USPTO patents with 853,638 reactions. The task is: Predict the reaction yield, written as a fraction of the theoretical maximum amount of product (1.0 means a 100% yield; for example, 0.34 means a 34% yield). (1) The reactants are [CH3:1][N:2]1[C:14]2[C:13](=[O:15])[C:12]3[CH:11]=[C:10]([CH2:16][C:17]4[CH:18]=[C:19]([CH:22]=[CH:23][CH:24]=4)[C:20]#[N:21])[CH:9]=[CH:8][C:7]=3[NH:6][C:5]=2[CH:4]=[N:3]1.[OH-:25].[K+].[Cl-].[NH4+]. The catalyst is CC(O)(C)C.CS(C)=O. The product is [CH3:1][N:2]1[C:14]2[C:13](=[O:15])[C:12]3[CH:11]=[C:10]([CH2:16][C:17]4[CH:18]=[C:19]([CH:22]=[CH:23][CH:24]=4)[C:20]([NH2:21])=[O:25])[CH:9]=[CH:8][C:7]=3[NH:6][C:5]=2[CH:4]=[N:3]1. The yield is 0.520. (2) The reactants are C[O:2][C:3](=[O:15])[C:4]1[CH:9]=[C:8]([N+:10]([O-])=O)[C:7](F)=[CH:6][C:5]=1[Br:14].O[S:17](O)(=O)=O.[N+]([O-])(O)=O.C[O:26][C:27](=O)[C:28]1C=CC(F)=CC=1Br.[OH-].[Na+]. The catalyst is CCOC(C)=O. The product is [Br:14][C:5]1[C:4]([C:3]([OH:2])=[O:15])=[CH:9][C:8]2[NH:10][C:27](=[O:26])[CH2:28][S:17][C:7]=2[CH:6]=1. The yield is 0.430. (3) The reactants are Cl.NO.[CH2:4]([OH:10])[CH2:5][C@H:6]([OH:9])[C:7]#[CH:8].Cl.[NH2:12][C:13]([CH3:32])([CH3:31])[C@H:14]([NH:19][C:20](=[O:30])[C:21]1[CH:26]=[CH:25][C:24]([C:27]#[C:28]Br)=[CH:23][CH:22]=1)[C:15]([O:17][CH3:18])=[O:16]. The catalyst is C(N)CCC.O.CO.[Cu]Cl. The product is [NH2:12][C:13]([CH3:32])([CH3:31])[C@H:14]([NH:19][C:20](=[O:30])[C:21]1[CH:22]=[CH:23][C:24]([C:27]#[C:28][C:8]#[C:7][C@@H:6]([OH:9])[CH2:5][CH2:4][OH:10])=[CH:25][CH:26]=1)[C:15]([O:17][CH3:18])=[O:16]. The yield is 0.281. (4) The reactants are FC1C=CC(C([N:10]2[CH2:15][CH2:14][C:13]3[N:16]=[C:17](CO)[O:18][C:12]=3[CH2:11]2)=O)=CC=1.BrC1C=C(C)C=CN=1.C(=O)([O-])[O-].[Cs+].[Cs+].CN(C)CC(O)=O. The catalyst is O1CCOCC1.CCOC(C)=O.[Cu](I)I. The product is [N:16]1[C:13]2[CH2:14][CH2:15][NH:10][CH2:11][C:12]=2[O:18][CH:17]=1. The yield is 0.100. (5) The reactants are ClC([CH:4]([CH3:10])[C:5]([O:7][CH2:8][CH3:9])=[O:6])=O.[C:11]([NH2:14])(=[S:13])[CH3:12]. The catalyst is CC(C)=O. The product is [CH3:12][C:11]1[S:13][C:4]([C:5]([O:7][CH2:8][CH3:9])=[O:6])=[CH:10][N:14]=1. The yield is 0.320. (6) The product is [C:1]([C:5]1[CH:14]=[CH:13][C:12]([NH2:15])=[CH:11][C:6]=1[CH2:7][OH:8])([CH3:4])([CH3:2])[CH3:3]. The reactants are [C:1]([C:5]1[CH:14]=[CH:13][C:12]([NH2:15])=[CH:11][C:6]=1[C:7](OC)=[O:8])([CH3:4])([CH3:3])[CH3:2].[H-].[H-].[H-].[H-].[Li+].[Al+3]. The yield is 0.200. The catalyst is C1COCC1.O. (7) The reactants are [C:1]([O:5][C:6]([N:8]1[CH2:12][CH2:11][CH2:10][C@H:9]1[C@H:13]([O:19][CH3:20])[C@@H:14]([CH3:18])[C:15]([OH:17])=O)=[O:7])([CH3:4])([CH3:3])[CH3:2].CN(C(ON1N=NC2C=CC=NC1=2)=[N+](C)C)C.F[P-](F)(F)(F)(F)F.C(N(CC)CC)C.[C:52]1([C:58]2([CH2:61][NH2:62])[CH2:60][CH2:59]2)[CH:57]=[CH:56][CH:55]=[CH:54][CH:53]=1. The catalyst is ClCCl.CN(C)C=O. The product is [CH3:20][O:19][C@@H:13]([C@@H:9]1[CH2:10][CH2:11][CH2:12][N:8]1[C:6]([O:5][C:1]([CH3:2])([CH3:3])[CH3:4])=[O:7])[C@@H:14]([CH3:18])[C:15](=[O:17])[NH:62][CH2:61][C:58]1([C:52]2[CH:57]=[CH:56][CH:55]=[CH:54][CH:53]=2)[CH2:60][CH2:59]1. The yield is 0.680.